This data is from Reaction yield outcomes from USPTO patents with 853,638 reactions. The task is: Predict the reaction yield, written as a fraction of the theoretical maximum amount of product (1.0 means a 100% yield; for example, 0.34 means a 34% yield). The reactants are [OH:1][C:2]1[CH:3]=[C:4]2[C:9](=[CH:10][CH:11]=1)[C:8](=[O:12])[CH2:7][CH2:6][CH2:5]2.Br[CH2:14][CH2:15][C:16]1[CH:21]=[CH:20][CH:19]=[CH:18][CH:17]=1.C(=O)([O-])[O-].[K+].[K+]. The catalyst is C(#N)C. The product is [C:16]1([CH2:15][CH2:14][O:1][C:2]2[CH:3]=[C:4]3[C:9](=[CH:10][CH:11]=2)[C:8](=[O:12])[CH2:7][CH2:6][CH2:5]3)[CH:21]=[CH:20][CH:19]=[CH:18][CH:17]=1. The yield is 0.610.